From a dataset of Forward reaction prediction with 1.9M reactions from USPTO patents (1976-2016). Predict the product of the given reaction. Given the reactants CC(O)=O.[CH:5]1([C:11]2[C:12]3[CH:13]=[CH:14][C:15]([C:32]([O:34][CH3:35])=[O:33])=[CH:16][C:17]=3[N:18]3[C:25]=2[C:24]2[CH:26]=[CH:27][CH:28]=[CH:29][C:23]=2[O:22][CH2:21][C@H:20]([NH:30][CH3:31])[CH2:19]3)[CH2:10][CH2:9][CH2:8][CH2:7][CH2:6]1.[Cl:36][CH2:37]C=O.[BH3-][C:41]#N.[Na+], predict the reaction product. The product is: [Cl:36][CH2:37][CH2:31][N:30]([CH3:41])[C@@H:20]1[CH2:19][N:18]2[C:17]3[CH:16]=[C:15]([C:32]([O:34][CH3:35])=[O:33])[CH:14]=[CH:13][C:12]=3[C:11]([CH:5]3[CH2:6][CH2:7][CH2:8][CH2:9][CH2:10]3)=[C:25]2[C:24]2[CH:26]=[CH:27][CH:28]=[CH:29][C:23]=2[O:22][CH2:21]1.